Dataset: NCI-60 drug combinations with 297,098 pairs across 59 cell lines. Task: Regression. Given two drug SMILES strings and cell line genomic features, predict the synergy score measuring deviation from expected non-interaction effect. (1) Drug 1: C1=NC(=NC(=O)N1C2C(C(C(O2)CO)O)O)N. Drug 2: C#CCC(CC1=CN=C2C(=N1)C(=NC(=N2)N)N)C3=CC=C(C=C3)C(=O)NC(CCC(=O)O)C(=O)O. Cell line: M14. Synergy scores: CSS=30.3, Synergy_ZIP=-0.333, Synergy_Bliss=-0.771, Synergy_Loewe=-14.4, Synergy_HSA=0.733. (2) Cell line: UACC62. Synergy scores: CSS=25.8, Synergy_ZIP=-13.0, Synergy_Bliss=-10.4, Synergy_Loewe=-52.4, Synergy_HSA=-10.5. Drug 1: CC1=CC2C(CCC3(C2CCC3(C(=O)C)OC(=O)C)C)C4(C1=CC(=O)CC4)C. Drug 2: CC1=C(C(=O)C2=C(C1=O)N3CC4C(C3(C2COC(=O)N)OC)N4)N. (3) Drug 1: CCCCCOC(=O)NC1=NC(=O)N(C=C1F)C2C(C(C(O2)C)O)O. Drug 2: CNC(=O)C1=NC=CC(=C1)OC2=CC=C(C=C2)NC(=O)NC3=CC(=C(C=C3)Cl)C(F)(F)F. Cell line: UO-31. Synergy scores: CSS=-2.81, Synergy_ZIP=1.32, Synergy_Bliss=0.601, Synergy_Loewe=-1.24, Synergy_HSA=-1.48.